Dataset: Reaction yield outcomes from USPTO patents with 853,638 reactions. Task: Predict the reaction yield, written as a fraction of the theoretical maximum amount of product (1.0 means a 100% yield; for example, 0.34 means a 34% yield). (1) The reactants are [CH3:1][C:2]1[CH:22]=[CH:21][C:5]([O:6][CH2:7][C:8]2[S:9][CH:10]=[CH:11][C:12]=2[S:13](C2NC=CC=2)(=[O:15])=[O:14])=[CH:4][CH:3]=1.[OH-].[Na+].CCO.S(Cl)([Cl:31])(=O)=O. No catalyst specified. The product is [CH3:1][C:2]1[CH:22]=[CH:21][C:5]([O:6][CH2:7][C:8]2[S:9][CH:10]=[CH:11][C:12]=2[S:13]([Cl:31])(=[O:15])=[O:14])=[CH:4][CH:3]=1. The yield is 0.460. (2) The reactants are C(OC([NH:8][C@@H:9]([C:13]([CH3:16])([CH3:15])[CH3:14])[C:10]([OH:12])=[O:11])=O)(C)(C)C.O=S(Cl)[Cl:19].[CH3:21]O. No catalyst specified. The product is [ClH:19].[NH2:8][C@@H:9]([C:13]([CH3:16])([CH3:15])[CH3:14])[C:10]([O:12][CH3:21])=[O:11]. The yield is 0.760. (3) The reactants are [H-].[Na+].[C:3]([O:7][C:8]([N:10]1[CH2:14][CH2:13][CH:12]([OH:15])[CH2:11]1)=[O:9])([CH3:6])([CH3:5])[CH3:4].F[C:17]1[CH:22]=[CH:21][CH:20]=[CH:19][C:18]=1[N+:23]([O-:25])=[O:24].O. The catalyst is C1COCC1. The product is [C:3]([O:7][C:8]([N:10]1[CH2:14][CH2:13][CH:12]([O:15][C:17]2[CH:22]=[CH:21][CH:20]=[CH:19][C:18]=2[N+:23]([O-:25])=[O:24])[CH2:11]1)=[O:9])([CH3:6])([CH3:4])[CH3:5]. The yield is 0.720. (4) The reactants are Cl.[Br:2][C:3]1[CH:4]=[CH:5][C:6]([F:15])=[C:7]2[C:11]=1[NH:10][CH:9]=[C:8]2[C:12]([OH:14])=[O:13].[CH3:16]O. No catalyst specified. The product is [Br:2][C:3]1[CH:4]=[CH:5][C:6]([F:15])=[C:7]2[C:11]=1[NH:10][CH:9]=[C:8]2[C:12]([O:14][CH3:16])=[O:13]. The yield is 0.600.